Task: Regression. Given a peptide amino acid sequence and an MHC pseudo amino acid sequence, predict their binding affinity value. This is MHC class I binding data.. Dataset: Peptide-MHC class I binding affinity with 185,985 pairs from IEDB/IMGT (1) The peptide sequence is MGVYQILAIY. The MHC is HLA-A01:01 with pseudo-sequence HLA-A01:01. The binding affinity (normalized) is 0.186. (2) The peptide sequence is SNHEREEELR. The MHC is Mamu-B8301 with pseudo-sequence Mamu-B8301. The binding affinity (normalized) is 0.894. (3) The peptide sequence is RMMETWHPL. The MHC is HLA-C05:01 with pseudo-sequence HLA-C05:01. The binding affinity (normalized) is 0.0847. (4) The peptide sequence is AETGSQGVYM. The MHC is HLA-B45:01 with pseudo-sequence HLA-B45:01. The binding affinity (normalized) is 0.120. (5) The peptide sequence is RVFGFRTAK. The MHC is HLA-A03:01 with pseudo-sequence HLA-A03:01. The binding affinity (normalized) is 0.666. (6) The peptide sequence is NMCNSDVSV. The MHC is HLA-A02:01 with pseudo-sequence HLA-A02:01. The binding affinity (normalized) is 0.586.